This data is from Full USPTO retrosynthesis dataset with 1.9M reactions from patents (1976-2016). The task is: Predict the reactants needed to synthesize the given product. (1) The reactants are: [N:1]1([C@H:7]2[CH2:11][C@@H:10]([OH:12])[CH:9]=[CH:8]2)[CH2:6][CH2:5][CH2:4][CH2:3][CH2:2]1. Given the product [N:1]1([C@@H:7]2[CH2:8][CH2:9][C@H:10]([OH:12])[CH2:11]2)[CH2:6][CH2:5][CH2:4][CH2:3][CH2:2]1, predict the reactants needed to synthesize it. (2) Given the product [S:32]([C:36]1[CH:37]=[C:38]([NH:42][C:12]([C:11]2[CH:10]=[N:9][N:8]3[C:3]([CH:2]([F:1])[F:31])=[CH:4][C:5]([C:15]4[CH:20]=[CH:19][C:18]([C:21]([F:23])([F:24])[F:22])=[C:17]([O:25][CH2:26][C:27]([F:28])([F:30])[F:29])[CH:16]=4)=[N:6][C:7]=23)=[O:14])[CH:39]=[CH:40][CH:41]=1)(=[O:34])(=[O:35])[NH2:33], predict the reactants needed to synthesize it. The reactants are: [F:1][CH:2]([F:31])[C:3]1[N:8]2[N:9]=[CH:10][C:11]([C:12]([OH:14])=O)=[C:7]2[N:6]=[C:5]([C:15]2[CH:20]=[CH:19][C:18]([C:21]([F:24])([F:23])[F:22])=[C:17]([O:25][CH2:26][C:27]([F:30])([F:29])[F:28])[CH:16]=2)[CH:4]=1.[S:32]([C:36]1[CH:37]=[C:38]([NH2:42])[CH:39]=[CH:40][CH:41]=1)(=[O:35])(=[O:34])[NH2:33].